This data is from Full USPTO retrosynthesis dataset with 1.9M reactions from patents (1976-2016). The task is: Predict the reactants needed to synthesize the given product. Given the product [Cl:23][C:24]1[C:25]([CH2:30][NH:1][C:2]2[CH:3]=[C:4]3[C:9](=[CH:10][CH:11]=2)[N:8]=[CH:7][C:6]([C:12]#[N:13])=[C:5]3[NH:14][C:15]2[CH:20]=[CH:19][C:18]([F:21])=[C:17]([Cl:22])[CH:16]=2)=[N:26][N:27]([CH3:29])[CH:28]=1, predict the reactants needed to synthesize it. The reactants are: [NH2:1][C:2]1[CH:3]=[C:4]2[C:9](=[CH:10][CH:11]=1)[N:8]=[CH:7][C:6]([C:12]#[N:13])=[C:5]2[NH:14][C:15]1[CH:20]=[CH:19][C:18]([F:21])=[C:17]([Cl:22])[CH:16]=1.[Cl:23][C:24]1[C:25]([CH:30]=O)=[N:26][N:27]([CH3:29])[CH:28]=1.[BH3-]C#N.[Na+].